The task is: Predict the product of the given reaction.. This data is from Forward reaction prediction with 1.9M reactions from USPTO patents (1976-2016). (1) Given the reactants [CH2:1]([C:3]1[N:4]=[C:5]([NH2:9])[S:6][C:7]=1[CH3:8])[CH3:2].[Cl:10][C:11]1[C:12]([CH3:21])=[C:13]([S:17](Cl)(=[O:19])=[O:18])[CH:14]=[CH:15][CH:16]=1, predict the reaction product. The product is: [Cl:10][C:11]1[C:12]([CH3:21])=[C:13]([S:17]([NH:9][C:5]2[S:6][C:7]([CH3:8])=[C:3]([CH2:1][CH3:2])[N:4]=2)(=[O:19])=[O:18])[CH:14]=[CH:15][CH:16]=1. (2) Given the reactants C(N=C=O)CCCCC[N:7]=C=O.C1C=C(CN=C=O)C=C(CN=C=O)C=1.[C:27]([O:31][CH2:32][CH2:33]O)(=[O:30])[CH:28]=[CH2:29].C([O-])(=O)CCCCCCCCCCC.C([Sn+2]CCCC)CCC.C([O-])(=O)CCCCCCCCCCC.COC1C=CC(O)=CC=1, predict the reaction product. The product is: [C:27]([OH:31])(=[O:30])[CH:28]=[CH2:29].[NH2:7][C:27]([O:31][CH2:32][CH3:33])=[O:30]. (3) The product is: [N+:6]([C:9]1[CH:17]=[C:16]2[C:12]([CH:13]=[C:14]([C:18]([O:20][CH3:21])=[O:19])[NH:15]2)=[CH:11][CH:10]=1)([O-:8])=[O:7]. Given the reactants S(=O)(=O)(O)O.[N+:6]([C:9]1[CH:17]=[C:16]2[C:12]([CH:13]=[C:14]([C:18]([OH:20])=[O:19])[NH:15]2)=[CH:11][CH:10]=1)([O-:8])=[O:7].[C:21](=O)(O)[O-].[Na+], predict the reaction product. (4) Given the reactants [Cl-].[Cl:2][C:3]1[C:10]([Cl:11])=[CH:9][CH:8]=[CH:7][C:4]=1[CH2:5][Zn+].I[C:13]1[CH:18]=[CH:17][C:16]([N+:19]([O-:21])=[O:20])=[CH:15][CH:14]=1.[Cl-].[NH4+], predict the reaction product. The product is: [Cl:11][C:10]1[CH:9]=[CH:8][CH:7]=[C:4]([CH2:5][C:13]2[CH:18]=[CH:17][C:16]([N+:19]([O-:21])=[O:20])=[CH:15][CH:14]=2)[C:3]=1[Cl:2]. (5) Given the reactants [NH2:13][CH2:12][CH2:11][O:10][CH2:9][CH2:8]O[CH2:8][CH2:9][O:10][CH2:11][CH2:12][NH2:13].[NH2:14][CH:15](C)[CH2:16][O:17][CH:18](C)[CH2:19]OC(C)CN.[NH2:27]CCCCOCCCCN.NCCCCOCCCCOCCCCN, predict the reaction product. The product is: [NH2:14][CH2:15][CH2:16][O:17][CH2:18][CH2:19][NH:13][CH2:12][CH2:11][O:10][CH2:9][CH2:8][NH2:27].